The task is: Predict which catalyst facilitates the given reaction.. This data is from Catalyst prediction with 721,799 reactions and 888 catalyst types from USPTO. (1) Reactant: [OH-].[Na+].[N:3]1[CH:8]=[CH:7][CH:6]=[CH:5][C:4]=1[C:9]1[O:13][C:12]([CH:14]=[O:15])=[CH:11][CH:10]=1.[O:16]1CCCC1. Product: [N:3]1[CH:8]=[CH:7][CH:6]=[CH:5][C:4]=1[C:9]1[O:13][C:12]([C:14]([OH:16])=[O:15])=[CH:11][CH:10]=1. The catalyst class is: 716. (2) Reactant: [N:1]1[C:10]2[C:5](=[CH:6][CH:7]=[CH:8][C:9]=2[N:11]2[CH2:16][CH2:15][N:14]([CH2:17][CH2:18][CH2:19][C:20]([C:22]3[CH:27]=[CH:26][C:25]([F:28])=[CH:24][CH:23]=3)=[O:21])[CH2:13][CH2:12]2)[CH:4]=[CH:3][CH:2]=1.[BH4-].[Na+].[C:31]([OH:38])(=[O:37])/[CH:32]=[CH:33]/[C:34]([OH:36])=[O:35]. Product: [C:31]([OH:38])(=[O:37])/[CH:32]=[CH:33]/[C:34]([OH:36])=[O:35].[N:1]1[C:10]2[C:5](=[CH:6][CH:7]=[CH:8][C:9]=2[N:11]2[CH2:12][CH2:13][N:14]([CH2:17][CH2:18][CH2:19][CH:20]([C:22]3[CH:23]=[CH:24][C:25]([F:28])=[CH:26][CH:27]=3)[OH:21])[CH2:15][CH2:16]2)[CH:4]=[CH:3][CH:2]=1. The catalyst class is: 645. (3) Reactant: [NH2:1][CH2:2][CH2:3][CH2:4][C:5]1[N:9]([CH2:10][C:11]2[CH:20]=[CH:19][C:14]([C:15]([O:17][CH3:18])=[O:16])=[CH:13][CH:12]=2)[C:8]2[CH:21]=[CH:22][CH:23]=[CH:24][C:7]=2[N:6]=1.CCN(CC)CC.[CH3:32][C:33](OC(C)=O)=[O:34]. Product: [C:33]([NH:1][CH2:2][CH2:3][CH2:4][C:5]1[N:9]([CH2:10][C:11]2[CH:12]=[CH:13][C:14]([C:15]([O:17][CH3:18])=[O:16])=[CH:19][CH:20]=2)[C:8]2[CH:21]=[CH:22][CH:23]=[CH:24][C:7]=2[N:6]=1)(=[O:34])[CH3:32]. The catalyst class is: 64. (4) Product: [O:27]=[S:25]1(=[O:29])[CH2:5][CH2:6][N:1]([C:7]([O:9][C:10]([CH3:12])([CH3:11])[CH3:13])=[O:8])[CH2:2][CH2:3]1. The catalyst class is: 4. Reactant: [N:1]1([C:7]([O:9][C:10]([CH3:13])([CH3:12])[CH3:11])=[O:8])[CH2:6][CH2:5]S[CH2:3][CH2:2]1.ClC1C=CC=C(C(OO)=O)C=1.[S:25]([O-:29])([O-])(=[O:27])=S.[Na+].[Na+].C(N(CC)CC)C.C(OC([O-])=O)(OC(OC(C)(C)C)=O)=O. (5) Reactant: [C:1]1([C:7]#[C:8][C:9]([O:11][CH3:12])=[O:10])[CH:6]=[CH:5][CH:4]=[CH:3][CH:2]=1.C(=O)([O-])[O-].[K+].[K+].CN(C)C=O.CC1C=C(C)C=C(C)C=1S([O-])(=O)=O.[NH2:37][N+:38]1[CH:43]=[CH:42][CH:41]=[C:40]([Br:44])[CH:39]=1. The catalyst class is: 6. Product: [Br:44][C:40]1[CH:41]=[CH:42][C:43]2[N:38]([N:37]=[C:7]([C:1]3[CH:6]=[CH:5][CH:4]=[CH:3][CH:2]=3)[C:8]=2[C:9]([O:11][CH3:12])=[O:10])[CH:39]=1. (6) Product: [CH2:25]([O:24][C:22](=[O:23])[C:21](=[O:27])[CH2:19][C:18]([C:15]1[CH:14]=[N:13][C:12]([CH3:11])=[CH:17][N:16]=1)=[O:20])[CH3:26]. Reactant: C[Si]([N-][Si](C)(C)C)(C)C.[Li+].[CH3:11][C:12]1[N:13]=[CH:14][C:15]([C:18](=[O:20])[CH3:19])=[N:16][CH:17]=1.[C:21](OCC)(=[O:27])[C:22]([O:24][CH2:25][CH3:26])=[O:23].O. The catalyst class is: 305.